The task is: Predict the reactants needed to synthesize the given product.. This data is from Full USPTO retrosynthesis dataset with 1.9M reactions from patents (1976-2016). The reactants are: Cl[C:2]1[CH:11]=[C:10]([NH:12][C:13]2[CH:18]=[C:17]([CH3:19])[CH:16]=[CH:15][C:14]=2[Cl:20])[C:5]([C:6]([O:8][CH3:9])=[O:7])=[CH:4][N:3]=1.C(O)(=[O:23])C. Given the product [Cl:20][C:14]1[CH:15]=[CH:16][C:17]([CH3:19])=[CH:18][C:13]=1[NH:12][C:10]1[C:5]([C:6]([O:8][CH3:9])=[O:7])=[CH:4][NH:3][C:2](=[O:23])[CH:11]=1, predict the reactants needed to synthesize it.